From a dataset of Full USPTO retrosynthesis dataset with 1.9M reactions from patents (1976-2016). Predict the reactants needed to synthesize the given product. (1) Given the product [C:1]([C:5]1[CH:6]=[CH:7][C:8]2[O:12][C:11]([C:13]3[CH:14]=[C:15]([CH2:16][OH:17])[CH:19]=[C:20]([N+:22]([O-:24])=[O:23])[CH:21]=3)=[N:10][C:9]=2[CH:25]=1)([CH3:4])([CH3:2])[CH3:3], predict the reactants needed to synthesize it. The reactants are: [C:1]([C:5]1[CH:6]=[CH:7][C:8]2[O:12][C:11]([C:13]3[CH:14]=[C:15]([CH:19]=[C:20]([N+:22]([O-:24])=[O:23])[CH:21]=3)[C:16](O)=[O:17])=[N:10][C:9]=2[CH:25]=1)([CH3:4])([CH3:3])[CH3:2].Cl. (2) The reactants are: Cl[C:2]1[NH:7][C:6](=[O:8])[CH:5]=[C:4]([OH:9])[C:3]=1[C:10]1[CH:15]=[CH:14][CH:13]=[CH:12][CH:11]=1. Given the product [OH:9][C:4]1[C:3]([C:10]2[CH:11]=[CH:12][CH:13]=[CH:14][CH:15]=2)=[CH:2][NH:7][C:6](=[O:8])[CH:5]=1, predict the reactants needed to synthesize it. (3) The reactants are: [CH3:1][CH2:2][CH2:3][CH2:4][CH2:5][CH2:6][CH2:7][CH2:8][CH2:9][C:10]1[CH:11]=[CH:12][C:13](O)=[CH:14][CH:15]=1.C1CCCCC1.[CH2:23]([O:27][C:28]1[CH:33]=[CH:32][CH:31]=[CH:30][C:29]=1[CH2:34][CH2:35][CH2:36][CH2:37][CH2:38][CH2:39][CH2:40][CH2:41][CH3:42])[CH:24]1[O:26][CH2:25]1.C(OCC1OC1)C1[O:46]C1. Given the product [CH2:9]([C:10]1[CH:11]=[CH:12][CH:13]=[CH:14][C:15]=1[O:46][CH2:25][CH:24]([OH:26])[CH2:23][O:27][C:28]1[CH:33]=[CH:32][CH:31]=[CH:30][C:29]=1[CH2:34][CH2:35][CH2:36][CH2:37][CH2:38][CH2:39][CH2:40][CH2:41][CH3:42])[CH2:8][CH2:7][CH2:6][CH2:5][CH2:4][CH2:3][CH2:2][CH3:1], predict the reactants needed to synthesize it.